From a dataset of NCI-60 drug combinations with 297,098 pairs across 59 cell lines. Regression. Given two drug SMILES strings and cell line genomic features, predict the synergy score measuring deviation from expected non-interaction effect. (1) Drug 1: CN(CCCl)CCCl.Cl. Drug 2: CC1=C(C(=O)C2=C(C1=O)N3CC4C(C3(C2COC(=O)N)OC)N4)N. Cell line: U251. Synergy scores: CSS=46.6, Synergy_ZIP=-0.798, Synergy_Bliss=-0.718, Synergy_Loewe=-7.40, Synergy_HSA=2.36. (2) Drug 1: C1=CN(C(=O)N=C1N)C2C(C(C(O2)CO)O)O.Cl. Drug 2: CC1=C(C(=CC=C1)Cl)NC(=O)C2=CN=C(S2)NC3=CC(=NC(=N3)C)N4CCN(CC4)CCO. Cell line: UO-31. Synergy scores: CSS=22.2, Synergy_ZIP=-3.74, Synergy_Bliss=1.08, Synergy_Loewe=-1.03, Synergy_HSA=2.26.